This data is from Full USPTO retrosynthesis dataset with 1.9M reactions from patents (1976-2016). The task is: Predict the reactants needed to synthesize the given product. Given the product [N:1]1[C:10]2[C:5](=[CH:6][CH:7]=[CH:8][CH:9]=2)[CH:4]=[C:3]([CH2:11][NH:13][C:14]2[CH:15]=[C:16]3[C:20]4=[C:21]([CH2:23][S:24][CH2:25][CH2:26][N:19]4[C@H:18]4[CH2:27][CH2:28][NH:29][CH2:30][C@@H:17]34)[CH:22]=2)[CH:2]=1, predict the reactants needed to synthesize it. The reactants are: [N:1]1[C:10]2[C:5](=[CH:6][CH:7]=[CH:8][CH:9]=2)[CH:4]=[C:3]([CH:11]=O)[CH:2]=1.[NH2:13][C:14]1[CH:15]=[C:16]2[C:20]3=[C:21]([CH2:23][S:24][CH2:25][CH2:26][N:19]3[C@H:18]3[CH2:27][CH2:28][N:29](C(OC(C)(C)C)=O)[CH2:30][C@@H:17]23)[CH:22]=1.